Predict the product of the given reaction. From a dataset of Forward reaction prediction with 1.9M reactions from USPTO patents (1976-2016). (1) Given the reactants [Cl:1][C:2]1[C:7]([O:8][CH3:9])=[CH:6][C:5]([O:10][CH3:11])=[C:4]([Cl:12])[C:3]=1[N:13]=[C:14]=[O:15].[CH3:16][N:17]([CH2:19][C:20]1[CH:21]=[C:22]([NH:26][C:27]2[CH:32]=[C:31]([NH:33][CH3:34])[N:30]=[CH:29][N:28]=2)[CH:23]=[CH:24][CH:25]=1)[CH3:18].C(=O)(O)[O-].[Na+], predict the reaction product. The product is: [Cl:1][C:2]1[C:7]([O:8][CH3:9])=[CH:6][C:5]([O:10][CH3:11])=[C:4]([Cl:12])[C:3]=1[NH:13][C:14](=[O:15])[N:33]([C:31]1[CH:32]=[C:27]([NH:26][C:22]2[CH:23]=[CH:24][CH:25]=[C:20]([CH2:19][N:17]([CH3:16])[CH3:18])[CH:21]=2)[N:28]=[CH:29][N:30]=1)[CH3:34]. (2) Given the reactants [Cl:1][C:2]1[C:3]([C:12]2[O:13][CH:14]=[CH:15][CH:16]=2)=[N:4][C:5]([NH2:11])=[N:6][C:7]=1S(C)=O.[OH:17][CH2:18][C:19]1[CH:24]=[CH:23][CH:22]=[CH:21][N:20]=1.C1CCN2C(=NCCC2)CC1, predict the reaction product. The product is: [Cl:1][C:2]1[C:3]([C:12]2[O:13][CH:14]=[CH:15][CH:16]=2)=[N:4][C:5]([NH2:11])=[N:6][C:7]=1[O:17][CH2:18][C:19]1[CH:24]=[CH:23][CH:22]=[CH:21][N:20]=1. (3) Given the reactants [F:1][C:2]1[CH:7]=[CH:6][C:5]([C:8]2[C:13](/[CH:14]=[CH:15]/[C@@H:16]([OH:24])[CH2:17][C@@H:18]([OH:23])[CH2:19][C:20]([O-:22])=[O:21])=[C:12]([CH:25]([CH3:27])[CH3:26])[N:11]=[C:10]([N:28]([CH3:33])[S:29]([CH3:32])(=[O:31])=[O:30])[N:9]=2)=[CH:4][CH:3]=1.[Na+].[Cl-].[Na+].Cl, predict the reaction product. The product is: [F:1][C:2]1[CH:7]=[CH:6][C:5]([C:8]2[C:13](/[CH:14]=[CH:15]/[C@@H:16]([OH:24])[CH2:17][C@@H:18]([OH:23])[CH2:19][C:20]([O-:22])=[O:21])=[C:12]([CH:25]([CH3:27])[CH3:26])[N:11]=[C:10]([N:28]([CH3:33])[S:29]([CH3:32])(=[O:31])=[O:30])[N:9]=2)=[CH:4][CH:3]=1.[CH2:8]([NH3+:9])[CH3:5]. (4) Given the reactants [C:1]([O:5][C:6](=[O:20])[NH:7][C:8]1[CH:13]=[C:12]([N:14]2[CH2:17][CH2:16][CH2:15]2)[C:11]([Cl:18])=[CH:10][C:9]=1[NH2:19])([CH3:4])([CH3:3])[CH3:2].C([O:25][C:26](=O)[CH2:27][C:28]([C:30]1[CH:35]=[CH:34][N:33]=[C:32]([C:36]#[N:37])[CH:31]=1)=[O:29])(C)(C)C, predict the reaction product. The product is: [C:1]([O:5][C:6](=[O:20])[NH:7][C:8]1[CH:13]=[C:12]([N:14]2[CH2:17][CH2:16][CH2:15]2)[C:11]([Cl:18])=[CH:10][C:9]=1[NH:19][C:26](=[O:25])[CH2:27][C:28]([C:30]1[CH:35]=[CH:34][N:33]=[C:32]([C:36]#[N:37])[CH:31]=1)=[O:29])([CH3:4])([CH3:2])[CH3:3].